This data is from Full USPTO retrosynthesis dataset with 1.9M reactions from patents (1976-2016). The task is: Predict the reactants needed to synthesize the given product. The reactants are: FC(F)(F)C(O)=O.[CH2:8]([NH:12][C:13]1[N:21]=[C:20]2[C:16]([N:17]=[C:18]([O:22][CH3:23])[NH:19]2)=[C:15]([NH2:24])[N:14]=1)[CH2:9][CH2:10][CH3:11].C(=O)([O-])[O-].[K+].[K+].Br[CH2:32][CH:33]1[CH2:38][CH2:37][CH2:36][CH2:35][O:34]1. Given the product [CH2:8]([NH:12][C:13]1[N:21]=[C:20]2[C:16]([N:17]=[C:18]([O:22][CH3:23])[N:19]2[CH2:32][CH:33]2[CH2:38][CH2:37][CH2:36][CH2:35][O:34]2)=[C:15]([NH2:24])[N:14]=1)[CH2:9][CH2:10][CH3:11], predict the reactants needed to synthesize it.